This data is from Full USPTO retrosynthesis dataset with 1.9M reactions from patents (1976-2016). The task is: Predict the reactants needed to synthesize the given product. (1) Given the product [N:16]1([C:44]2[CH:45]=[CH:46][C:41]([CH2:40][N:38]3[C:37](=[O:51])[N:34]4[CH:35]=[CH:36][C:31]([C:28]5[CH:29]=[CH:30][C:25]([Cl:24])=[CH:26][CH:27]=5)=[C:32]([C:52]5[CH:57]=[CH:56][N:55]=[CH:54][CH:53]=5)[C:33]4=[N:39]3)=[CH:42][CH:43]=2)[CH:10]=[CH:9][CH:18]=[N:15]1, predict the reactants needed to synthesize it. The reactants are: ClC1C=CC(C2C=CN3C(=O)[NH:15][N:16]=[C:10]3[C:9]=2[C:18]2C=CN=CC=2)=CC=1.[Cl:24][C:25]1[CH:30]=[CH:29][C:28]([C:31]2[CH:36]=[CH:35][N:34]3[C:37](=[O:51])[N:38]([CH2:40][C:41]4[CH:46]=[CH:45][C:44](S(C)(=O)=O)=[CH:43][CH:42]=4)[N:39]=[C:33]3[C:32]=2[C:52]2[CH:57]=[CH:56][N:55]=[CH:54][CH:53]=2)=[CH:27][CH:26]=1. (2) Given the product [CH3:1][C:2]1[S:3][C:4]2[CH:10]=[CH:9][C:8]([CH:11]=[O:12])=[CH:7][C:5]=2[N:6]=1, predict the reactants needed to synthesize it. The reactants are: [CH3:1][C:2]1[S:3][C:4]2[CH:10]=[CH:9][C:8]([CH2:11][OH:12])=[CH:7][C:5]=2[N:6]=1. (3) The reactants are: Br[C:2]1[CH:9]=[CH:8][C:5]([C:6]#[N:7])=[C:4]([Cl:10])[CH:3]=1.[OH:11][C@:12]1([CH3:19])[C@H:16]([CH3:17])[NH:15][C:14](=[O:18])[CH2:13]1.C1(P(C2C=CC=CC=2)C2C3OC4C(=CC=CC=4P(C4C=CC=CC=4)C4C=CC=CC=4)C(C)(C)C=3C=CC=2)C=CC=CC=1.C(=O)([O-])[O-].[Cs+].[Cs+]. Given the product [Cl:10][C:4]1[CH:3]=[C:2]([N:15]2[C:14](=[O:18])[CH2:13][C@@:12]([OH:11])([CH3:19])[C@@H:16]2[CH3:17])[CH:9]=[CH:8][C:5]=1[C:6]#[N:7], predict the reactants needed to synthesize it. (4) Given the product [CH3:16][S:17]([O:6][CH2:5][CH2:4][CH2:3][S:2][CH3:1])(=[O:19])=[O:18], predict the reactants needed to synthesize it. The reactants are: [CH3:1][S:2][CH2:3][CH2:4][CH2:5][OH:6].CCN(C(C)C)C(C)C.[CH3:16][S:17](Cl)(=[O:19])=[O:18]. (5) Given the product [N:5]1([C:3](=[O:4])[CH2:2][S:25][C:17]2[N:16]([CH3:15])[C:20]3[CH:21]=[CH:22][CH:23]=[CH:24][C:19]=3[N:18]=2)[C:14]2[C:9](=[CH:10][CH:11]=[CH:12][CH:13]=2)[CH2:8][CH2:7][CH2:6]1, predict the reactants needed to synthesize it. The reactants are: Cl[CH2:2][C:3]([N:5]1[C:14]2[C:9](=[CH:10][CH:11]=[CH:12][CH:13]=2)[CH2:8][CH2:7][CH2:6]1)=[O:4].[CH3:15][N:16]1[C:20]2[CH:21]=[CH:22][CH:23]=[CH:24][C:19]=2[N:18]=[C:17]1[SH:25]. (6) Given the product [CH3:13][O:14][C:15]1[CH:22]=[CH:21][CH:20]=[CH:19][C:16]=1[CH2:17][NH:18][C:6]1[CH:5]=[CH:4][C:3]2[C:2]([NH:18][CH2:17][C:16]3[CH:19]=[CH:20][CH:21]=[CH:22][C:15]=3[O:14][CH3:13])=[CH:11][CH:10]=[CH:9][C:8]=2[N:7]=1, predict the reactants needed to synthesize it. The reactants are: Br[C:2]1[CH:11]=[CH:10][CH:9]=[C:8]2[C:3]=1[CH:4]=[CH:5][C:6](Cl)=[N:7]2.[CH3:13][O:14][C:15]1[CH:22]=[CH:21][CH:20]=[CH:19][C:16]=1[CH2:17][NH2:18].